From a dataset of Forward reaction prediction with 1.9M reactions from USPTO patents (1976-2016). Predict the product of the given reaction. (1) Given the reactants [C:1]1([CH:7]([C:25]2[CH:30]=[CH:29][CH:28]=[CH:27][CH:26]=2)[CH2:8][NH:9][CH2:10][C@@H:11]([CH3:24])[CH2:12][O:13][C:14]2[CH:15]=[C:16]([CH2:20][C:21]([OH:23])=[O:22])[CH:17]=[CH:18][CH:19]=2)[CH:6]=[CH:5][CH:4]=[CH:3][CH:2]=1.[CH3:31][C:32]1[N:37]=[C:36]([CH:38]=O)[CH:35]=[CH:34][CH:33]=1.COC(=O)C.[Cl:45]C1C(C(F)(F)F)=CC=CC=1C=O.Cl.CCOCC, predict the reaction product. The product is: [ClH:45].[CH3:38][C:36]1[N:37]=[C:32]([CH2:31][N:9]([CH2:8][CH:7]([C:1]2[CH:2]=[CH:3][CH:4]=[CH:5][CH:6]=2)[C:25]2[CH:26]=[CH:27][CH:28]=[CH:29][CH:30]=2)[CH2:10][C@@H:11]([CH3:24])[CH2:12][O:13][C:14]2[CH:15]=[C:16]([CH2:20][C:21]([OH:23])=[O:22])[CH:17]=[CH:18][CH:19]=2)[CH:33]=[CH:34][CH:35]=1. (2) Given the reactants Br[C:2]1[C:3]([CH2:8][N:9]2[CH2:14][CH2:13][CH2:12][C:11]3([CH2:19][CH2:18][N:17]([C:20]4[N:25]=[C:24]([CH3:26])[CH:23]=[C:22]([CH3:27])[N:21]=4)[CH2:16][CH2:15]3)[C:10]2=[O:28])=[N:4][N:5]([CH3:7])[N:6]=1.COC1C=CC=C(OC)C=1C1C=CC=CC=1P(C1CCCCC1)C1CCCCC1.[CH3:58][O:59][CH2:60][C:61]1[CH:62]=[C:63](B(O)O)[CH:64]=[CH:65][CH:66]=1.[O-]P([O-])([O-])=O.[K+].[K+].[K+], predict the reaction product. The product is: [CH3:27][C:22]1[CH:23]=[C:24]([CH3:26])[N:25]=[C:20]([N:17]2[CH2:18][CH2:19][C:11]3([C:10](=[O:28])[N:9]([CH2:8][C:3]4[C:2]([C:65]5[CH:64]=[CH:63][CH:62]=[C:61]([CH2:60][O:59][CH3:58])[CH:66]=5)=[N:6][N:5]([CH3:7])[N:4]=4)[CH2:14][CH2:13][CH2:12]3)[CH2:15][CH2:16]2)[N:21]=1. (3) Given the reactants [N:1]1([C:6]2[CH:11]=[CH:10][C:9]([OH:12])=[CH:8][CH:7]=2)[CH:5]=[CH:4][CH:3]=[N:2]1.C1(P(C2C=CC=CC=2)C2C=CC=CC=2)C=CC=CC=1.O[CH2:33][CH2:34][NH:35][C:36](=[O:45])[O:37][CH2:38][C:39]1[CH:44]=[CH:43][CH:42]=[CH:41][CH:40]=1.N(C(N1CCCCC1)=O)=NC(N1CCCCC1)=O, predict the reaction product. The product is: [CH2:38]([O:37][C:36](=[O:45])[NH:35][CH2:34][CH2:33][O:12][C:9]1[CH:10]=[CH:11][C:6]([N:1]2[CH:5]=[CH:4][CH:3]=[N:2]2)=[CH:7][CH:8]=1)[C:39]1[CH:44]=[CH:43][CH:42]=[CH:41][CH:40]=1.